Dataset: Reaction yield outcomes from USPTO patents with 853,638 reactions. Task: Predict the reaction yield, written as a fraction of the theoretical maximum amount of product (1.0 means a 100% yield; for example, 0.34 means a 34% yield). (1) The reactants are [Cl:1][C:2]1[CH:3]=[C:4]([CH:7]=[CH:8][C:9]=1[CH2:10][N:11]1[C:19](=[O:20])[C:18]2[C:13](=[CH:14][CH:15]=[CH:16][CH:17]=2)[C:12]1=[O:21])[CH:5]=O.[C:22]([O-])([O-])=O.[K+].[K+]. The catalyst is O1CCOCC1.[Br-].C[P+](C1C=CC=CC=1)(C1C=CC=CC=1)C1C=CC=CC=1. The product is [Cl:1][C:2]1[CH:3]=[C:4]([CH:5]=[CH2:22])[CH:7]=[CH:8][C:9]=1[CH2:10][N:11]1[C:19](=[O:20])[C:18]2[C:13](=[CH:14][CH:15]=[CH:16][CH:17]=2)[C:12]1=[O:21]. The yield is 0.700. (2) The catalyst is CO. The reactants are Cl.[Br:2][C:3]1[CH:4]=[C:5]([S:19][C:20]2[CH:29]=[CH:28][C:23]([C:24]([O:26]C)=[O:25])=[CH:22][CH:21]=2)[C:6]([NH:9][C:10]2[S:11][C:12]3[C:17]([N:18]=2)=[CH:16][CH:15]=[CH:14][N:13]=3)=[N:7][CH:8]=1.[OH-].[Na+]. The yield is 0.701. The product is [Br:2][C:3]1[CH:4]=[C:5]([S:19][C:20]2[CH:29]=[CH:28][C:23]([C:24]([OH:26])=[O:25])=[CH:22][CH:21]=2)[C:6]([NH:9][C:10]2[S:11][C:12]3[C:17]([N:18]=2)=[CH:16][CH:15]=[CH:14][N:13]=3)=[N:7][CH:8]=1. (3) The reactants are Cl[C:2]1[N:7]=[C:6]([NH:8][C@@H:9]2[CH2:14][CH2:13][CH2:12][CH2:11][C@H:10]2[NH:15][S:16]([CH3:19])(=[O:18])=[O:17])[C:5]([Cl:20])=[CH:4][N:3]=1.[NH2:21][C:22]1[C:23]([O:35][CH3:36])=[CH:24][C:25]2[N:31]([CH3:32])[C:30](=[O:33])[O:29][CH2:28][CH2:27][C:26]=2[CH:34]=1.C(O)(C)C. The catalyst is Cl.O1CCOCC1. The product is [Cl:20][C:5]1[C:6]([NH:8][C@@H:9]2[CH2:14][CH2:13][CH2:12][CH2:11][C@H:10]2[NH:15][S:16]([CH3:19])(=[O:18])=[O:17])=[N:7][C:2]([NH:21][C:22]2[C:23]([O:35][CH3:36])=[CH:24][C:25]3[N:31]([CH3:32])[C:30](=[O:33])[O:29][CH2:28][CH2:27][C:26]=3[CH:34]=2)=[N:3][CH:4]=1. The yield is 0.377. (4) The reactants are [O:1]1[CH:5]=[CH:4][CH:3]=[C:2]1[CH2:6][O:7][CH2:8][CH2:9][CH2:10][CH2:11][CH2:12][CH2:13][CH2:14][CH2:15][CH2:16][CH2:17][CH2:18][OH:19].[O:20]=[C:21]1[CH:25]=[CH:24][C:23](=[O:26])[N:22]1[CH2:27][CH2:28][CH2:29][O:30][C:31](=[O:35])[C:32]([CH3:34])=[CH2:33]. The catalyst is C1(C)C=CC=CC=1. The product is [O:26]=[C:23]1[N:22]([CH2:27][CH2:28][CH2:29][O:30][C:31](=[O:35])[C:32]([CH3:34])=[CH2:33])[C:21](=[O:20])[CH:25]2[CH:24]1[C:2]1([CH2:6][O:7][CH2:8][CH2:9][CH2:10][CH2:11][CH2:12][CH2:13][CH2:14][CH2:15][CH2:16][CH2:17][CH2:18][OH:19])[O:1][CH:5]2[CH:4]=[CH:3]1. The yield is 0.480.